Dataset: Forward reaction prediction with 1.9M reactions from USPTO patents (1976-2016). Task: Predict the product of the given reaction. (1) Given the reactants [Cl:1][C:2]1[CH:12]=[CH:11][C:10]([CH2:13][NH:14][C:15](=[O:20])[C:16]([F:19])([F:18])[F:17])=[CH:9][C:3]=1[C:4]([N:6]=[C:7]=[O:8])=O.[F:21][C:22]([F:39])([F:38])[C:23]1[CH:24]=[C:25]([NH:29][NH:30]C(OC(C)(C)C)=O)[CH:26]=[CH:27][CH:28]=1.FC(F)(F)C(O)=O, predict the reaction product. The product is: [Cl:1][C:2]1[CH:12]=[CH:11][C:10]([CH2:13][NH:14][C:15](=[O:20])[C:16]([F:19])([F:18])[F:17])=[CH:9][C:3]=1[C:4]1[NH:6][C:7](=[O:8])[N:29]([C:25]2[CH:26]=[CH:27][CH:28]=[C:23]([C:22]([F:21])([F:39])[F:38])[CH:24]=2)[N:30]=1. (2) Given the reactants C(O[C:4](=O)[CH2:5][C:6]([C@@H:8]1[CH2:12][CH2:11][CH2:10][N:9]1[C:13]([O:15]C(C)(C)C)=O)=O)C.C([C:23]1[O:27][CH:26]=[C:25]([C:28]([OH:30])=[O:29])[CH:24]=1)=O.N1CCCCC1.[NH2:37]/[C:38](/[CH2:45][CH2:46][C:47]1[CH:52]=[CH:51][C:50]([F:53])=[CH:49][CH:48]=1)=[CH:39]\[C:40]([O:42][CH2:43][CH3:44])=[O:41].C(O)(C(F)(F)F)=O, predict the reaction product. The product is: [CH2:43]([O:42][C:40]([C:39]1[C:38]([CH2:45][CH2:46][C:47]2[CH:48]=[CH:49][C:50]([F:53])=[CH:51][CH:52]=2)=[N:37][C:6]2[C@H:8]3[N:9]([C:13](=[O:15])[C:5]=2[C:4]=1[C:23]1[O:27][CH:26]=[C:25]([C:28]([OH:30])=[O:29])[CH:24]=1)[CH2:10][CH2:11][CH2:12]3)=[O:41])[CH3:44]. (3) Given the reactants [CH3:1][C:2]([C:8]1[CH:13]=[CH:12][CH:11]=[CH:10][CH:9]=1)([CH3:7])[CH2:3][C:4]([OH:6])=O.C(Cl)(=O)C(Cl)=O.[NH2:20][N:21]1[N:30]=[C:29]([S:31]([C:34]2[CH:39]=[CH:38][C:37]([C:40]#[N:41])=[CH:36][CH:35]=2)(=[O:33])=[O:32])[C:28]2[C:23](=[CH:24][CH:25]=[CH:26][CH:27]=2)[C:22]1=[O:42].N1C=CC=CC=1, predict the reaction product. The product is: [C:40]([C:37]1[CH:38]=[CH:39][C:34]([S:31]([C:29]2[C:28]3[C:23](=[CH:24][CH:25]=[CH:26][CH:27]=3)[C:22](=[O:42])[N:21]([NH:20][C:4](=[O:6])[CH2:3][C:2]([CH3:1])([C:8]3[CH:13]=[CH:12][CH:11]=[CH:10][CH:9]=3)[CH3:7])[N:30]=2)(=[O:33])=[O:32])=[CH:35][CH:36]=1)#[N:41].